The task is: Predict which catalyst facilitates the given reaction.. This data is from Catalyst prediction with 721,799 reactions and 888 catalyst types from USPTO. (1) Reactant: FC(F)(F)C([NH:5][C:6]1[CH:11]=[CH:10][C:9]([CH:12]([CH3:14])[CH3:13])=[CH:8][C:7]=1[N+:15]([O-:17])=[O:16])=O.O.C(=O)([O-])[O-].[K+].[K+]. Product: [CH:12]([C:9]1[CH:10]=[CH:11][C:6]([NH2:5])=[C:7]([N+:15]([O-:17])=[O:16])[CH:8]=1)([CH3:14])[CH3:13]. The catalyst class is: 5. (2) Reactant: [CH2:1]([O:3][C:4](=[O:12])[CH:5]=[CH:6][C:7]1[CH:11]=[CH:10][NH:9][CH:8]=1)[CH3:2].[H-].[Na+].[O:15]=[C:16]1[C:25]2[C:20](=[CH:21][CH:22]=[C:23]([S:26](Cl)(=[O:28])=[O:27])[CH:24]=2)[N:19]=[CH:18][NH:17]1.[NH4+].[Cl-]. Product: [CH2:1]([O:3][C:4](=[O:12])[CH:5]=[CH:6][C:7]1[CH:11]=[CH:10][N:9]([S:26]([C:23]2[CH:24]=[C:25]3[C:20](=[CH:21][CH:22]=2)[N:19]=[CH:18][NH:17][C:16]3=[O:15])(=[O:27])=[O:28])[CH:8]=1)[CH3:2]. The catalyst class is: 1.